From a dataset of Reaction yield outcomes from USPTO patents with 853,638 reactions. Predict the reaction yield, written as a fraction of the theoretical maximum amount of product (1.0 means a 100% yield; for example, 0.34 means a 34% yield). (1) The reactants are F[C:2]1[CH:9]=[C:8]([F:10])[CH:7]=[C:6]([F:11])[C:3]=1[C:4]#[N:5].[OH:12][C:13]1[CH:14]=[C:15]([NH:19][S:20]([N:23]([CH3:25])[CH3:24])(=[O:22])=[O:21])[CH:16]=[CH:17][CH:18]=1.[H-].[Na+]. The catalyst is C1COCC1. The product is [C:4]([C:3]1[C:6]([F:11])=[CH:7][C:8]([F:10])=[CH:9][C:2]=1[O:12][C:13]1[CH:14]=[C:15]([NH:19][S:20]([N:23]([CH3:25])[CH3:24])(=[O:21])=[O:22])[CH:16]=[CH:17][CH:18]=1)#[N:5]. The yield is 0.840. (2) The reactants are [CH3:1][O:2][C:3](=[O:28])[C@@H:4]([NH:8][C:9]([C:22]1[CH:27]=[CH:26][CH:25]=[CH:24][CH:23]=1)([C:16]1[CH:21]=[CH:20][CH:19]=[CH:18][CH:17]=1)[C:10]1[CH:15]=[CH:14][CH:13]=[CH:12][CH:11]=1)[C@@H:5](O)[CH3:6].C1C=CC(P(C2C=CC=CC=2)C2C=CC=CC=2)=CC=1.N(C(OC(C)C)=O)=NC(OC(C)C)=O.C1C=CC(OP(OC2C=CC=CC=2)([N:71]=[N+:72]=[N-:73])=O)=CC=1. The catalyst is C(Cl)Cl. The product is [CH3:1][O:2][C:3](=[O:28])[C@@H:4]([NH:8][C:9]([C:22]1[CH:27]=[CH:26][CH:25]=[CH:24][CH:23]=1)([C:10]1[CH:15]=[CH:14][CH:13]=[CH:12][CH:11]=1)[C:16]1[CH:17]=[CH:18][CH:19]=[CH:20][CH:21]=1)[C@H:5]([N:71]=[N+:72]=[N-:73])[CH3:6]. The yield is 0.450. (3) The reactants are [N+:1]([C:4]1[CH:5]=[C:6]([O:11][CH3:12])[CH:7]=[CH:8][C:9]=1N)([O-:3])=[O:2].OS(O)(=O)=O.N([O-])=O.[Na+].[S-:22][C:23]#[N:24].[K+]. The catalyst is O.[Co](Cl)Cl. The product is [CH3:12][O:11][C:6]1[CH:7]=[CH:8][C:9]([S:22][C:23]#[N:24])=[C:4]([N+:1]([O-:3])=[O:2])[CH:5]=1. The yield is 0.580. (4) The reactants are [P:1](=[O:5])([OH:4])([OH:3])[OH:2].[CH3:6][N:7]1[C:13](=[O:14])[C:12]([CH3:16])([CH3:15])[C:11](=[O:17])[N:10]([CH3:18])[C:9]2[CH:19]=[C:20]([O:23][CH2:24][CH2:25][CH2:26][N:27]([CH2:35][CH2:36][N:37]3[CH2:46][CH2:45][C:44]4[C:39](=[CH:40][CH:41]=[CH:42][CH:43]=4)[C:38]3=[O:47])[CH2:28][C:29]3[CH:34]=[CH:33][N:32]=[CH:31][CH:30]=3)[CH:21]=[CH:22][C:8]1=2. The catalyst is C(O)C. The product is [P:1]([OH:5])([OH:4])([OH:3])=[O:2].[P:1]([OH:5])([OH:4])([OH:3])=[O:2].[P:1]([OH:5])([OH:4])([OH:3])=[O:2].[CH3:6][N:7]1[C:13](=[O:14])[C:12]([CH3:16])([CH3:15])[C:11](=[O:17])[N:10]([CH3:18])[C:9]2[CH:19]=[C:20]([O:23][CH2:24][CH2:25][CH2:26][N:27]([CH2:35][CH2:36][N:37]3[CH2:46][CH2:45][C:44]4[C:39](=[CH:40][CH:41]=[CH:42][CH:43]=4)[C:38]3=[O:47])[CH2:28][C:29]3[CH:30]=[CH:31][N:32]=[CH:33][CH:34]=3)[CH:21]=[CH:22][C:8]1=2. The yield is 0.730. (5) The reactants are [CH3:1][O:2][C:3]1[CH:4]=[C:5](Cl)[CH:6]=[C:7]([O:9][CH3:10])[CH:8]=1.[OH-].[OH-].[C:14]([C:17]1[CH:18]=[C:19]([B+2])[CH:20]=[CH:21][CH:22]=1)(=[O:16])[CH3:15].[F-].[K+]. The catalyst is C([O-])(=O)C.[Pd+2].C([O-])(=O)C.C(P(C(C)(C)C)C1C=CC=CC=1C1C=CC=CC=1)(C)(C)C. The product is [C:14]([C:17]1[CH:22]=[C:21]([C:5]2[CH:4]=[C:3]([O:2][CH3:1])[CH:8]=[C:7]([O:9][CH3:10])[CH:6]=2)[CH:20]=[CH:19][CH:18]=1)(=[O:16])[CH3:15]. The yield is 0.910. (6) The reactants are C(=[N:14][NH2:15])(C1C=CC=CC=1)C1C=CC=CC=1.CC(C)([O-])C.[K+].[Br:22][C:23]1[CH:24]=[CH:25][C:26](F)=[C:27]([C:29]([C:31]2[CH:36]=[C:35]([CH:37]([CH3:39])[CH3:38])[CH:34]=[C:33]([CH:40]([CH3:42])[CH3:41])[C:32]=2[O:43][CH2:44][CH3:45])=O)[CH:28]=1. The catalyst is C1COCC1. The product is [Br:22][C:23]1[CH:28]=[C:27]2[C:26](=[CH:25][CH:24]=1)[NH:15][N:14]=[C:29]2[C:31]1[CH:36]=[C:35]([CH:37]([CH3:39])[CH3:38])[CH:34]=[C:33]([CH:40]([CH3:42])[CH3:41])[C:32]=1[O:43][CH2:44][CH3:45]. The yield is 0.160.